From a dataset of NCI-60 drug combinations with 297,098 pairs across 59 cell lines. Regression. Given two drug SMILES strings and cell line genomic features, predict the synergy score measuring deviation from expected non-interaction effect. (1) Drug 1: C1CN1C2=NC(=NC(=N2)N3CC3)N4CC4. Drug 2: C1=CC(=CC=C1CC(C(=O)O)N)N(CCCl)CCCl.Cl. Cell line: U251. Synergy scores: CSS=54.0, Synergy_ZIP=-7.93, Synergy_Bliss=-6.86, Synergy_Loewe=-3.53, Synergy_HSA=-0.383. (2) Drug 1: C1=CC(=CC=C1CCCC(=O)O)N(CCCl)CCCl. Drug 2: CC1CCCC2(C(O2)CC(NC(=O)CC(C(C(=O)C(C1O)C)(C)C)O)C(=CC3=CSC(=N3)C)C)C. Cell line: SNB-75. Synergy scores: CSS=-0.0760, Synergy_ZIP=-3.51, Synergy_Bliss=1.27, Synergy_Loewe=-1.20, Synergy_HSA=-0.496. (3) Drug 1: C1=NC2=C(N=C(N=C2N1C3C(C(C(O3)CO)O)F)Cl)N. Drug 2: CCC1(CC2CC(C3=C(CCN(C2)C1)C4=CC=CC=C4N3)(C5=C(C=C6C(=C5)C78CCN9C7C(C=CC9)(C(C(C8N6C)(C(=O)OC)O)OC(=O)C)CC)OC)C(=O)OC)O.OS(=O)(=O)O. Cell line: UACC-257. Synergy scores: CSS=2.04, Synergy_ZIP=-1.90, Synergy_Bliss=-1.90, Synergy_Loewe=-1.03, Synergy_HSA=-0.678.